From a dataset of Forward reaction prediction with 1.9M reactions from USPTO patents (1976-2016). Predict the product of the given reaction. (1) The product is: [CH:12]1([C:15]2[NH:16][C:17]3[CH:23]=[C:22]([NH2:24])[CH:21]=[CH:20][C:18]=3[N:19]=2)[CH2:14][CH2:13]1. Given the reactants [N+](C1C=CC(N)=C(N)C=1)([O-])=O.[CH:12]1([C:15]2[NH:16][C:17]3[CH:23]=[C:22]([N+:24]([O-])=O)[CH:21]=[CH:20][C:18]=3[N:19]=2)[CH2:14][CH2:13]1.[N+](C1NC2C=CC=CC=2N=1)([O-])=O, predict the reaction product. (2) Given the reactants [C:1]([O:5][C:6](=[O:19])[NH:7][CH2:8][C@@H:9]1[CH2:11][C@H:10]1[C:12]1[CH:17]=[CH:16][CH:15]=[C:14]([NH2:18])[CH:13]=1)([CH3:4])([CH3:3])[CH3:2].[CH:20](=O)[C:21]1[CH:26]=[CH:25][CH:24]=[CH:23][CH:22]=1.[BH3-]C#N.[Na+], predict the reaction product. The product is: [C:1]([O:5][C:6](=[O:19])[NH:7][CH2:8][C@@H:9]1[CH2:11][C@H:10]1[C:12]1[CH:17]=[CH:16][CH:15]=[C:14]([NH:18][CH2:20][C:21]2[CH:26]=[CH:25][CH:24]=[CH:23][CH:22]=2)[CH:13]=1)([CH3:4])([CH3:2])[CH3:3]. (3) Given the reactants [F:1][C:2]1[CH:3]=[C:4]([N:14]2[CH2:18][C@H:17]([CH2:19][OH:20])[O:16][C:15]2=[O:21])[CH:5]=[CH:6][C:7]=1[N:8]1[CH:12]=[C:11]([CH3:13])[N:10]=[CH:9]1.[CH3:22][S:23](Cl)(=[O:25])=[O:24], predict the reaction product. The product is: [F:1][C:2]1[CH:3]=[C:4]([N:14]2[CH2:18][C@H:17]([CH2:19][O:20][S:23]([CH3:22])(=[O:25])=[O:24])[O:16][C:15]2=[O:21])[CH:5]=[CH:6][C:7]=1[N:8]1[CH:12]=[C:11]([CH3:13])[N:10]=[CH:9]1. (4) The product is: [ClH:21].[S:1]1[C:5]2[CH:6]=[CH:7][CH:8]=[C:9]([CH2:10][CH2:11][O:12][CH2:13][CH2:14][N:15]3[CH2:19][CH2:18][CH:17]([OH:20])[CH2:16]3)[C:4]=2[CH:3]=[CH:2]1. Given the reactants [S:1]1[C:5]2[CH:6]=[CH:7][CH:8]=[C:9]([CH2:10][CH2:11][O:12][CH2:13][CH2:14][N:15]3[CH2:19][CH2:18][CH:17]([OH:20])[CH2:16]3)[C:4]=2[CH:3]=[CH:2]1.[ClH:21], predict the reaction product. (5) Given the reactants [CH2:1]([O:3][C:4]([CH:6]1[CH2:13][CH:12]2[N:14]([S:15]([C:18]3[CH:23]=[CH:22][C:21]([Cl:24])=[CH:20][CH:19]=3)(=[O:17])=[O:16])[CH:8]([CH2:9][C:10](=O)[C:11]2=[CH:25]O)[CH2:7]1)=[O:5])[CH3:2].C(O)(=O)C.O.[NH2:33][NH2:34].C([O-])(O)=O.[Na+], predict the reaction product. The product is: [CH2:1]([O:3][C:4]([CH:6]1[CH2:13][CH:12]2[N:14]([S:15]([C:18]3[CH:23]=[CH:22][C:21]([Cl:24])=[CH:20][CH:19]=3)(=[O:17])=[O:16])[CH:8]([CH2:9][C:10]3[NH:33][N:34]=[CH:25][C:11]=32)[CH2:7]1)=[O:5])[CH3:2]. (6) Given the reactants Cl[C:2]1[C:11]2[C:6](=[CH:7][CH:8]=[CH:9][CH:10]=2)[NH:5]/[C:4](=[C:12]2/[C:13]([CH3:18])=[N:14][NH:15][C:16]/2=[O:17])/[CH:3]=1.[C:19](NC1C=CC(N)=CN=1)(=[O:21])[CH3:20], predict the reaction product. The product is: [CH2:19]([O:21][C:2]1[C:11]2[C:6](=[CH:7][CH:8]=[CH:9][CH:10]=2)[NH:5]/[C:4](=[C:12]2/[C:13]([CH3:18])=[N:14][NH:15][C:16]/2=[O:17])/[CH:3]=1)[CH3:20]. (7) Given the reactants [NH2:1][C:2]1[S:3][C:4]([CH:11]2[CH2:13][CH2:12]2)=[CH:5][C:6]=1[C:7]([O:9]C)=O.ClC(Cl)(O[C:18](=[O:24])OC(Cl)(Cl)Cl)Cl.C(N(CC)CC)C.[C:33]1([CH2:39][CH2:40][NH2:41])[CH:38]=[CH:37][CH:36]=[CH:35][CH:34]=1, predict the reaction product. The product is: [CH:11]1([C:4]2[S:3][C:2]3[NH:1][C:18](=[O:24])[N:41]([CH2:40][CH2:39][C:33]4[CH:38]=[CH:37][CH:36]=[CH:35][CH:34]=4)[C:7](=[O:9])[C:6]=3[CH:5]=2)[CH2:13][CH2:12]1. (8) Given the reactants C([O:3][C:4]([C@H:6]1[C@H:8]([C:9]2[CH:14]=[CH:13][CH:12]=[C:11]([O:15][CH3:16])[CH:10]=2)[C:7]1([CH3:18])[CH3:17])=[O:5])C.CCO.[OH-].[Na+], predict the reaction product. The product is: [CH3:16][O:15][C:11]1[CH:10]=[C:9]([C@H:8]2[C@H:6]([C:4]([OH:5])=[O:3])[C:7]2([CH3:18])[CH3:17])[CH:14]=[CH:13][CH:12]=1.